From a dataset of Forward reaction prediction with 1.9M reactions from USPTO patents (1976-2016). Predict the product of the given reaction. (1) Given the reactants C[O:2][C:3](=[O:47])[CH:4]([C:10]1[CH:11]=[C:12]([C:38]2[CH:43]=[CH:42][CH:41]=[C:40]([N+:44]([O-:46])=[O:45])[CH:39]=2)[C:13]([O:31][CH2:32][O:33][CH2:34][CH2:35][O:36][CH3:37])=[C:14]([C:16]2[N:17](S(C)(=O)=O)[C:18]3[C:23]([CH:24]=2)=[CH:22][C:21]([C:25]#[N:26])=[CH:20][CH:19]=3)[CH:15]=1)[CH2:5][C:6]([O:8]C)=[O:7].[OH-].[Na+].C(O)(=O)CC(CC(O)=O)(C(O)=O)O, predict the reaction product. The product is: [C:25]([C:21]1[CH:22]=[C:23]2[C:18](=[CH:19][CH:20]=1)[NH:17][C:16]([C:14]1[CH:15]=[C:10]([CH:4]([CH2:5][C:6]([OH:8])=[O:7])[C:3]([OH:47])=[O:2])[CH:11]=[C:12]([C:38]3[CH:43]=[CH:42][CH:41]=[C:40]([N+:44]([O-:46])=[O:45])[CH:39]=3)[C:13]=1[O:31][CH2:32][O:33][CH2:34][CH2:35][O:36][CH3:37])=[CH:24]2)#[N:26]. (2) Given the reactants [Cl-].O[NH3+:3].[C:4](=[O:7])([O-])[OH:5].[Na+].CS(C)=O.[O:13]=[C:14]1[C:19]([CH2:20][C:21]2[CH:26]=[CH:25][C:24]([C:27]3[C:28]([C:33]#[N:34])=[CH:29][CH:30]=[CH:31][CH:32]=3)=[CH:23][CH:22]=2)=[C:18]([CH2:35][CH2:36][CH3:37])[N:17]2[N:38]=[CH:39][N:40]=[C:16]2[N:15]1[CH:41]1[CH2:45][CH2:44][O:43][CH2:42]1, predict the reaction product. The product is: [O:7]=[C:4]1[O:5][N:3]=[C:33]([C:28]2[CH:29]=[CH:30][CH:31]=[CH:32][C:27]=2[C:24]2[CH:23]=[CH:22][C:21]([CH2:20][C:19]3[C:14](=[O:13])[N:15]([CH:41]4[CH2:45][CH2:44][O:43][CH2:42]4)[C:16]4[N:17]([N:38]=[CH:39][N:40]=4)[C:18]=3[CH2:35][CH2:36][CH3:37])=[CH:26][CH:25]=2)[NH:34]1. (3) Given the reactants [CH2:1]([O:8][C:9]1[CH:31]=[CH:30][CH:29]=[CH:28][C:10]=1[CH2:11][C:12]([N:14]([C:17]1[CH:27]=[CH:26][C:20]([C:21]([O:23][CH2:24][CH3:25])=[O:22])=[CH:19][CH:18]=1)[CH2:15][CH3:16])=O)[C:2]1[CH:7]=[CH:6][CH:5]=[CH:4][CH:3]=1.Cl, predict the reaction product. The product is: [CH2:1]([O:8][C:9]1[CH:31]=[CH:30][CH:29]=[CH:28][C:10]=1[CH2:11][CH2:12][N:14]([C:17]1[CH:18]=[CH:19][C:20]([C:21]([O:23][CH2:24][CH3:25])=[O:22])=[CH:26][CH:27]=1)[CH2:15][CH3:16])[C:2]1[CH:3]=[CH:4][CH:5]=[CH:6][CH:7]=1. (4) Given the reactants Cl[C:2]1[C:7]([C:8]([O:10][CH2:11][CH3:12])=[O:9])=[CH:6][N:5]=[C:4]([C:13]2[CH:18]=[CH:17][C:16]([F:19])=[C:15]([F:20])[CH:14]=2)[N:3]=1.[NH2:21][CH2:22][CH2:23][C:24]1[CH:29]=[CH:28][CH:27]=[CH:26][N:25]=1, predict the reaction product. The product is: [F:20][C:15]1[CH:14]=[C:13]([C:4]2[N:3]=[C:2]([NH:21][CH2:22][CH2:23][C:24]3[CH:29]=[CH:28][CH:27]=[CH:26][N:25]=3)[C:7]([C:8]([O:10][CH2:11][CH3:12])=[O:9])=[CH:6][N:5]=2)[CH:18]=[CH:17][C:16]=1[F:19].